From a dataset of Reaction yield outcomes from USPTO patents with 853,638 reactions. Predict the reaction yield, written as a fraction of the theoretical maximum amount of product (1.0 means a 100% yield; for example, 0.34 means a 34% yield). (1) The reactants are [CH3:1][O:2][C:3]1[CH:4]=[C:5]2[C:10](=[CH:11][C:12]=1[O:13][CH3:14])[N:9]=[CH:8][N:7]=[C:6]2[O:15][C:16]1[CH:26]=[CH:25][C:19]([O:20][CH2:21][C:22]([OH:24])=O)=[CH:18][CH:17]=1.CCN=C=NCCCN(C)C.Cl.C1C=CC2N(O)N=NC=2C=1.[CH2:49]([CH:56]1[CH2:61][CH2:60][NH:59][CH2:58][CH2:57]1)[C:50]1[CH:55]=[CH:54][CH:53]=[CH:52][CH:51]=1.C(=O)([O-])O.[Na+]. The catalyst is C(Cl)(Cl)Cl.O. The product is [CH2:49]([CH:56]1[CH2:61][CH2:60][N:59]([C:22](=[O:24])[CH2:21][O:20][C:19]2[CH:18]=[CH:17][C:16]([O:15][C:6]3[C:5]4[C:10](=[CH:11][C:12]([O:13][CH3:14])=[C:3]([O:2][CH3:1])[CH:4]=4)[N:9]=[CH:8][N:7]=3)=[CH:26][CH:25]=2)[CH2:58][CH2:57]1)[C:50]1[CH:55]=[CH:54][CH:53]=[CH:52][CH:51]=1. The yield is 0.250. (2) The yield is 0.610. The product is [CH3:22][O:21][N:20]([CH3:19])[C:15]([CH:13]1[CH2:12][N:11]([C:9]([O:8][CH2:1][C:2]2[CH:3]=[CH:4][CH:5]=[CH:6][CH:7]=2)=[O:10])[CH2:14]1)=[O:17]. The catalyst is C1COCC1. The reactants are [CH2:1]([O:8][C:9]([N:11]1[CH2:14][CH:13]([C:15]([OH:17])=O)[CH2:12]1)=[O:10])[C:2]1[CH:7]=[CH:6][CH:5]=[CH:4][CH:3]=1.Cl.[CH3:19][NH:20][O:21][CH3:22].CCN=C=NCCCN(C)C.Cl.C1C=CC2N(O)N=NC=2C=1.C(N(CC)C(C)C)(C)C. (3) The catalyst is ClCCl. The product is [NH2:1][C:2]1[N:7]=[CH:6][N:5]=[C:4]2[N:8]([C@@H:24]3[CH2:29][CH2:28][CH2:27][N:26]([C:30]([C:31](=[CH:43][C:44]([CH3:47])([CH3:46])[CH3:45])[C:32]#[N:33])=[O:34])[CH2:25]3)[N:9]=[C:10]([C:11]3[CH:12]=[CH:13][C:14]([O:17][C:18]4[CH:19]=[CH:20][CH:21]=[CH:22][CH:23]=4)=[CH:15][CH:16]=3)[C:3]=12. The yield is 0.260. The reactants are [NH2:1][C:2]1[N:7]=[CH:6][N:5]=[C:4]2[N:8]([CH:24]3[CH2:29][CH2:28][CH2:27][N:26]([C:30](=[O:34])[CH2:31][C:32]#[N:33])[CH2:25]3)[N:9]=[C:10]([C:11]3[CH:16]=[CH:15][C:14]([O:17][C:18]4[CH:23]=[CH:22][CH:21]=[CH:20][CH:19]=4)=[CH:13][CH:12]=3)[C:3]=12.CO.N1CCCCC1.[CH:43](=O)[C:44]([CH3:47])([CH3:46])[CH3:45]. (4) The reactants are [CH2:1]([NH2:8])[CH2:2][CH2:3][CH2:4][CH2:5][CH2:6][CH3:7].[F:9][C:10]1[CH:17]=[C:16]([F:18])[CH:15]=[CH:14][C:11]=1[CH:12]=O.C(O)(=O)C.[BH4-]. The catalyst is CO.C(OC)(OC)OC.C(Cl)Cl. The product is [F:9][C:10]1[CH:17]=[C:16]([F:18])[CH:15]=[CH:14][C:11]=1[CH2:12][NH:8][CH2:1][CH2:2][CH2:3][CH2:4][CH2:5][CH2:6][CH3:7]. The yield is 0.720.